This data is from Full USPTO retrosynthesis dataset with 1.9M reactions from patents (1976-2016). The task is: Predict the reactants needed to synthesize the given product. Given the product [CH3:3][O:4][C:5]1[CH:6]=[CH:7][C:8]([CH2:9][N:10]2[CH:14]=[C:13]([C:15]([OH:17])=[O:16])[CH:12]=[N:11]2)=[CH:20][CH:21]=1, predict the reactants needed to synthesize it. The reactants are: [Li+].[OH-].[CH3:3][O:4][C:5]1[CH:21]=[CH:20][C:8]([CH2:9][N:10]2[CH:14]=[C:13]([C:15]([O:17]CC)=[O:16])[CH:12]=[N:11]2)=[CH:7][CH:6]=1.